From a dataset of Forward reaction prediction with 1.9M reactions from USPTO patents (1976-2016). Predict the product of the given reaction. (1) Given the reactants [C:1]([C:3]1[CH:8]=[CH:7][C:6](=[O:9])[N:5]([C:10]2[CH:15]=[CH:14][CH:13]=[CH:12][CH:11]=2)[C:4]=1[S-:16])#[N:2].[Na+].Br[CH2:19][C:20]([O:22][CH2:23][CH3:24])=[O:21].O, predict the reaction product. The product is: [CH2:23]([O:22][C:20]([C:19]1[S:16][C:4]2[N:5]([C:10]3[CH:15]=[CH:14][CH:13]=[CH:12][CH:11]=3)[C:6](=[O:9])[CH:7]=[CH:8][C:3]=2[C:1]=1[NH2:2])=[O:21])[CH3:24]. (2) Given the reactants Br[C:2]1[C:7]([N+:8]([O-:10])=[O:9])=[CH:6][N:5]=[CH:4][C:3]=1[Cl:11].[N:12]1([C:18]([O:20][C:21]([CH3:24])([CH3:23])[CH3:22])=[O:19])[CH2:17][CH2:16][NH:15][CH2:14][CH2:13]1.CCN(C(C)C)C(C)C, predict the reaction product. The product is: [Cl:11][C:3]1[CH:4]=[N:5][CH:6]=[C:7]([N+:8]([O-:10])=[O:9])[C:2]=1[N:15]1[CH2:14][CH2:13][N:12]([C:18]([O:20][C:21]([CH3:24])([CH3:23])[CH3:22])=[O:19])[CH2:17][CH2:16]1. (3) Given the reactants [CH3:1][C:2]1[CH:11]=[CH:10][C:5]([C:6](OC)=[O:7])=[CH:4][N:3]=1.[H-].[H-].[H-].[H-].[Li+].[Al+3].O.S([O-])([O-])(=O)=O.[Mg+2], predict the reaction product. The product is: [CH3:1][C:2]1[N:3]=[CH:4][C:5]([CH2:6][OH:7])=[CH:10][CH:11]=1. (4) Given the reactants [NH2:1][C:2]1[CH:3]=[C:4]([C:10]2[S:14][CH:13]=[N:12][CH:11]=2)[C:5](=[O:9])[N:6]([CH3:8])[CH:7]=1.Cl[C:16]1[N:17]=[CH:18][C:19]2[CH:24]=[C:23]([C:25]3[CH2:26][CH2:27][N:28]([C:31]([O:33][C:34]([CH3:37])([CH3:36])[CH3:35])=[O:32])[CH2:29][CH:30]=3)[NH:22][C:20]=2[N:21]=1.CN(C=O)C, predict the reaction product. The product is: [CH3:8][N:6]1[C:5](=[O:9])[C:4]([C:10]2[S:14][CH:13]=[N:12][CH:11]=2)=[CH:3][C:2]([NH:1][C:18]2[C:19]3[CH:24]=[C:23]([C:25]4[CH2:26][CH2:27][N:28]([C:31]([O:33][C:34]([CH3:37])([CH3:36])[CH3:35])=[O:32])[CH2:29][CH:30]=4)[NH:22][C:20]=3[N:21]=[CH:16][N:17]=2)=[CH:7]1. (5) Given the reactants Cl[CH2:2][C:3]1[N:4]=[C:5]2[CH:10]=[CH:9][C:8]([I:11])=[CH:7][N:6]2[C:12]=1[CH3:13].[CH3:14][O-:15].[Na+], predict the reaction product. The product is: [I:11][C:8]1[CH:9]=[CH:10][C:5]2[N:6]([C:12]([CH3:13])=[C:3]([CH2:2][O:15][CH3:14])[N:4]=2)[CH:7]=1.